Dataset: Reaction yield outcomes from USPTO patents with 853,638 reactions. Task: Predict the reaction yield, written as a fraction of the theoretical maximum amount of product (1.0 means a 100% yield; for example, 0.34 means a 34% yield). (1) The reactants are [OH:1][CH:2]([CH2:6][CH2:7][CH2:8][CH2:9][CH2:10][CH3:11])[C:3]([OH:5])=[O:4].Br[CH:13]([CH3:17])[C:14](Br)=[O:15].C(N(CC)CC)C. The catalyst is CC(C)=O. The product is [CH3:17][CH:13]1[O:4][C:3](=[O:5])[CH:2]([CH2:6][CH2:7][CH2:8][CH2:9][CH2:10][CH3:11])[O:1][C:14]1=[O:15]. The yield is 0.450. (2) The yield is 0.590. The product is [CH2:1]([O:8][C:9]1[CH:30]=[CH:29][C:12]2[N:13]([CH2:16][C:17]3[CH:28]=[CH:27][C:20]4[N:21]=[C:22]([NH:32][C@@H:33]5[CH2:38][CH2:37][CH2:36][CH2:35][C@H:34]5[OH:39])[S:23][C:19]=4[CH:18]=3)[CH:14]=[N:15][C:11]=2[CH:10]=1)[C:2]1[CH:3]=[CH:4][CH:5]=[CH:6][CH:7]=1. The catalyst is CC(N(C)C)=O. The reactants are [CH2:1]([O:8][C:9]1[CH:30]=[CH:29][C:12]2[N:13]([CH2:16][C:17]3[CH:28]=[CH:27][C:20]4[N:21]=[C:22](S(C)=O)[S:23][C:19]=4[CH:18]=3)[CH:14]=[N:15][C:11]=2[CH:10]=1)[C:2]1[CH:7]=[CH:6][CH:5]=[CH:4][CH:3]=1.Cl.[NH2:32][C@@H:33]1[CH2:38][CH2:37][CH2:36][CH2:35][C@H:34]1[OH:39].CCN(C(C)C)C(C)C. (3) The reactants are Br[C:2]1[CH:16]=[CH:15][C:5]([O:6][CH:7]2[CH2:12][CH2:11][N:10]([CH:13]=[O:14])[CH2:9][CH2:8]2)=[C:4]([O:17][CH3:18])[CH:3]=1.[B:19]1([B:19]2[O:23][C:22]([CH3:25])([CH3:24])[C:21]([CH3:27])([CH3:26])[O:20]2)[O:23][C:22]([CH3:25])([CH3:24])[C:21]([CH3:27])([CH3:26])[O:20]1.CC([O-])=O.[K+]. The catalyst is CN(C=O)C. The product is [CH3:18][O:17][C:4]1[CH:3]=[C:2]([B:19]2[O:23][C:22]([CH3:25])([CH3:24])[C:21]([CH3:27])([CH3:26])[O:20]2)[CH:16]=[CH:15][C:5]=1[O:6][CH:7]1[CH2:12][CH2:11][N:10]([CH:13]=[O:14])[CH2:9][CH2:8]1. The yield is 0.820. (4) The reactants are C(O[N:4]=[CH:5][C:6]1[CH:7]=[C:8]2[C:12](=[CH:13][CH:14]=1)[NH:11][N:10]=[C:9]2[C:15]1[CH:16]=[C:17]([C:21]([NH:23][C:24]2[CH:29]=[CH:28][C:27]([F:30])=[CH:26][CH:25]=2)=[O:22])[CH:18]=[CH:19][CH:20]=1)C.[NH2:31][NH:32][C:33](=O)[CH2:34][N:35]([CH3:37])[CH3:36].C[O-].[Na+].Cl. The catalyst is CO.C(OCC)(=O)C. The product is [CH3:36][N:35]([CH2:34][C:33]1[N:4]=[C:5]([C:6]2[CH:7]=[C:8]3[C:12](=[CH:13][CH:14]=2)[NH:11][N:10]=[C:9]3[C:15]2[CH:16]=[C:17]([C:21]([NH:23][C:24]3[CH:25]=[CH:26][C:27]([F:30])=[CH:28][CH:29]=3)=[O:22])[CH:18]=[CH:19][CH:20]=2)[NH:31][N:32]=1)[CH3:37]. The yield is 0.500. (5) The reactants are [NH2:1][C:2]1[C:3]([OH:13])=[C:4]([S:9]([NH2:12])(=[O:11])=[O:10])[C:5]([Cl:8])=[CH:6][CH:7]=1.[Cl:14][C:15]1[CH:20]=[CH:19][CH:18]=[CH:17][C:16]=1[N:21]=[C:22]=[O:23]. The catalyst is CN(C)C=O.C(OCC)(=O)C. The product is [Cl:8][C:5]1[CH:6]=[CH:7][C:2]([NH:1][C:22]([NH:21][C:16]2[CH:17]=[CH:18][CH:19]=[CH:20][C:15]=2[Cl:14])=[O:23])=[C:3]([OH:13])[C:4]=1[S:9]([NH2:12])(=[O:11])=[O:10]. The yield is 0.440. (6) The reactants are [O:1]=[S:2]1(=[O:23])[CH2:6][CH2:5][CH2:4][N:3]1[C:7]1[CH:12]=[CH:11][C:10]([C:13]23[CH2:21][CH:17]4[CH2:18][CH:19]([CH2:20]2)[C:15]([NH2:22])([CH2:16]4)[CH2:14]3)=[CH:9][CH:8]=1.C([O-])([O-])=O.[K+].[K+].Cl[CH2:31][C:32]([N:34]1[CH2:38][CH2:37][CH2:36][C@H:35]1[C:39]#[N:40])=[O:33]. The catalyst is CS(C)=O.CCOC(C)=O. The product is [O:1]=[S:2]1(=[O:23])[CH2:6][CH2:5][CH2:4][N:3]1[C:7]1[CH:8]=[CH:9][C:10]([C:13]23[CH2:21][CH:17]4[CH2:16][C:15]([NH:22][CH2:31][C:32]([N:34]5[CH2:38][CH2:37][CH2:36][C@H:35]5[C:39]#[N:40])=[O:33])([CH2:14]2)[CH:19]([CH2:18]4)[CH2:20]3)=[CH:11][CH:12]=1. The yield is 0.500. (7) The reactants are I[C:2]1[CH:7]=[CH:6][C:5]([C:8]2([C:11]([F:14])([F:13])[F:12])[NH:10][NH:9]2)=[CH:4][CH:3]=1.[NH2:15][C:16]([NH:18][C:19]1[CH:24]=[CH:23][C:22](B(O)O)=[CH:21][CH:20]=1)=[O:17]. The catalyst is C(=O)([O-])[O-].[K+].[K+].CN(C)C=O.C1C=CC([P]([Pd]([P](C2C=CC=CC=2)(C2C=CC=CC=2)C2C=CC=CC=2)([P](C2C=CC=CC=2)(C2C=CC=CC=2)C2C=CC=CC=2)[P](C2C=CC=CC=2)(C2C=CC=CC=2)C2C=CC=CC=2)(C2C=CC=CC=2)C2C=CC=CC=2)=CC=1. The product is [F:12][C:11]([F:14])([F:13])[C:8]1([C:5]2[CH:6]=[CH:7][C:2]([C:22]3[CH:23]=[CH:24][C:19]([NH:18][C:16]([NH2:15])=[O:17])=[CH:20][CH:21]=3)=[CH:3][CH:4]=2)[NH:10][NH:9]1. The yield is 0.150. (8) The reactants are [OH:1][CH:2]([C:14]1[CH:19]=[CH:18][C:17]([C:20]2[N:24]=[C:23]([C:25]3[CH:26]=[N:27][N:28]([C:34]4[CH:39]=[CH:38][CH:37]=[CH:36][CH:35]=4)[C:29]=3[C:30]([F:33])([F:32])[F:31])[O:22][N:21]=2)=[CH:16][CH:15]=1)[C:3]([NH:5][CH2:6][C:7]([O:9]C(C)(C)C)=[O:8])=[O:4].[Li+].[OH-].Cl. The catalyst is C1COCC1.CO. The product is [OH:1][CH:2]([C:14]1[CH:19]=[CH:18][C:17]([C:20]2[N:24]=[C:23]([C:25]3[CH:26]=[N:27][N:28]([C:34]4[CH:35]=[CH:36][CH:37]=[CH:38][CH:39]=4)[C:29]=3[C:30]([F:31])([F:32])[F:33])[O:22][N:21]=2)=[CH:16][CH:15]=1)[C:3]([NH:5][CH2:6][C:7]([OH:9])=[O:8])=[O:4]. The yield is 0.522. (9) The reactants are [N+:1]([C:4]1[CH:5]=[N:6][CH:7]=[CH:8][C:9]=1[NH2:10])([O-:3])=[O:2].CC([O-])=O.[Na+].[Br:16]Br.C([O-])(O)=O.[Na+]. The catalyst is O.C(O)(=O)C. The product is [Br:16][C:8]1[CH:7]=[N:6][CH:5]=[C:4]([N+:1]([O-:3])=[O:2])[C:9]=1[NH2:10]. The yield is 0.770.